Dataset: Full USPTO retrosynthesis dataset with 1.9M reactions from patents (1976-2016). Task: Predict the reactants needed to synthesize the given product. (1) Given the product [Cl:15][C:16]1[CH:29]=[CH:28][C:19]([O:20][C:21]2[CH:27]=[CH:26][C:24]([NH:25][CH:2]3[CH2:7][CH2:6][N:5]([C:8]([O:10][C:11]([CH3:14])([CH3:13])[CH3:12])=[O:9])[CH2:4][CH2:3]3)=[CH:23][CH:22]=2)=[CH:18][CH:17]=1, predict the reactants needed to synthesize it. The reactants are: O=[C:2]1[CH2:7][CH2:6][N:5]([C:8]([O:10][C:11]([CH3:14])([CH3:13])[CH3:12])=[O:9])[CH2:4][CH2:3]1.[Cl:15][C:16]1[CH:29]=[CH:28][C:19]([O:20][C:21]2[CH:27]=[CH:26][C:24]([NH2:25])=[CH:23][CH:22]=2)=[CH:18][CH:17]=1.C(O)(=O)C.C(O[BH-](OC(=O)C)OC(=O)C)(=O)C.[Na+].C(=O)(O)[O-].[Na+]. (2) Given the product [C:11]([NH:10][CH2:9][CH:8]([C:21]1[O:22][CH:23]=[C:24]([C:26]2[CH:31]=[CH:30][C:29]([C:32]([F:33])([F:34])[F:35])=[CH:28][CH:27]=2)[N:25]=1)[O:7][C:6]1[C:5]([F:40])=[C:4]([C:38]([F:39])=[CH:37][CH:36]=1)[C:1]([NH2:2])=[O:3])(=[O:12])[CH3:41], predict the reactants needed to synthesize it. The reactants are: [C:1]([C:4]1[C:5]([F:40])=[C:6]([CH:36]=[CH:37][C:38]=1[F:39])[O:7][CH:8]([C:21]1[O:22][CH:23]=[C:24]([C:26]2[CH:31]=[CH:30][C:29]([C:32]([F:35])([F:34])[F:33])=[CH:28][CH:27]=2)[N:25]=1)[CH2:9][NH:10][C:11](=O)[O:12]CC1C=CC=CC=1)(=[O:3])[NH2:2].[CH2:41](N(CC)CC)C.C(OC(=O)C)(=O)C.